Regression. Given two drug SMILES strings and cell line genomic features, predict the synergy score measuring deviation from expected non-interaction effect. From a dataset of NCI-60 drug combinations with 297,098 pairs across 59 cell lines. (1) Drug 1: CC12CCC3C(C1CCC2O)C(CC4=C3C=CC(=C4)O)CCCCCCCCCS(=O)CCCC(C(F)(F)F)(F)F. Drug 2: CN(CC1=CN=C2C(=N1)C(=NC(=N2)N)N)C3=CC=C(C=C3)C(=O)NC(CCC(=O)O)C(=O)O. Cell line: NCI/ADR-RES. Synergy scores: CSS=7.20, Synergy_ZIP=6.07, Synergy_Bliss=4.75, Synergy_Loewe=-8.03, Synergy_HSA=-0.604. (2) Drug 2: CC12CCC3C(C1CCC2OP(=O)(O)O)CCC4=C3C=CC(=C4)OC(=O)N(CCCl)CCCl.[Na+]. Synergy scores: CSS=-1.53, Synergy_ZIP=1.03, Synergy_Bliss=0.768, Synergy_Loewe=-1.20, Synergy_HSA=-1.64. Cell line: NCI/ADR-RES. Drug 1: C1=CN(C=N1)CC(O)(P(=O)(O)O)P(=O)(O)O. (3) Drug 1: C1=CC(=C2C(=C1NCCNCCO)C(=O)C3=C(C=CC(=C3C2=O)O)O)NCCNCCO. Drug 2: CC=C1C(=O)NC(C(=O)OC2CC(=O)NC(C(=O)NC(CSSCCC=C2)C(=O)N1)C(C)C)C(C)C. Cell line: NCI/ADR-RES. Synergy scores: CSS=1.07, Synergy_ZIP=-2.04, Synergy_Bliss=-2.64, Synergy_Loewe=-1.47, Synergy_HSA=-2.10. (4) Drug 2: C1CN(P(=O)(OC1)NCCCl)CCCl. Cell line: UO-31. Synergy scores: CSS=17.0, Synergy_ZIP=-4.87, Synergy_Bliss=2.52, Synergy_Loewe=-2.54, Synergy_HSA=3.82. Drug 1: CN(C)N=NC1=C(NC=N1)C(=O)N. (5) Drug 1: C1=NC2=C(N=C(N=C2N1C3C(C(C(O3)CO)O)F)Cl)N. Drug 2: CC1CCCC2(C(O2)CC(NC(=O)CC(C(C(=O)C(C1O)C)(C)C)O)C(=CC3=CSC(=N3)C)C)C. Cell line: HOP-62. Synergy scores: CSS=60.1, Synergy_ZIP=-0.00391, Synergy_Bliss=-2.06, Synergy_Loewe=0.595, Synergy_HSA=4.93. (6) Drug 1: CC1=CC2C(CCC3(C2CCC3(C(=O)C)OC(=O)C)C)C4(C1=CC(=O)CC4)C. Drug 2: CCC1(CC2CC(C3=C(CCN(C2)C1)C4=CC=CC=C4N3)(C5=C(C=C6C(=C5)C78CCN9C7C(C=CC9)(C(C(C8N6C)(C(=O)OC)O)OC(=O)C)CC)OC)C(=O)OC)O.OS(=O)(=O)O. Cell line: HCC-2998. Synergy scores: CSS=39.8, Synergy_ZIP=9.57, Synergy_Bliss=12.2, Synergy_Loewe=-31.0, Synergy_HSA=9.77. (7) Drug 1: COC1=C(C=C2C(=C1)N=CN=C2NC3=CC(=C(C=C3)F)Cl)OCCCN4CCOCC4. Drug 2: CC12CCC3C(C1CCC2OP(=O)(O)O)CCC4=C3C=CC(=C4)OC(=O)N(CCCl)CCCl.[Na+]. Cell line: HCC-2998. Synergy scores: CSS=0.976, Synergy_ZIP=-1.26, Synergy_Bliss=-3.80, Synergy_Loewe=-18.0, Synergy_HSA=-3.78. (8) Drug 1: C1CN1P(=S)(N2CC2)N3CC3. Drug 2: CC(C)(C#N)C1=CC(=CC(=C1)CN2C=NC=N2)C(C)(C)C#N. Cell line: MDA-MB-231. Synergy scores: CSS=7.19, Synergy_ZIP=-2.35, Synergy_Bliss=1.23, Synergy_Loewe=-0.573, Synergy_HSA=0.273.